Predict the product of the given reaction. From a dataset of Forward reaction prediction with 1.9M reactions from USPTO patents (1976-2016). (1) Given the reactants C(OC(=O)[NH:7][C@@H:8]1[CH2:13][CH2:12][CH2:11][CH2:10][C@H:9]1[NH:14][C:15]([C:17]1[C:18]2[CH2:19][C@H:20]3[CH2:33][C@H:21]3[C:22]=2[N:23]([C:25]2[CH:30]=[CH:29][C:28]([F:31])=[CH:27][C:26]=2[F:32])[N:24]=1)=[O:16])(C)(C)C.C(O)(C(F)(F)F)=O.C(Cl)Cl, predict the reaction product. The product is: [NH2:7][C@@H:8]1[CH2:13][CH2:12][CH2:11][CH2:10][C@H:9]1[NH:14][C:15]([C:17]1[C:18]2[CH2:19][C@H:20]3[CH2:33][C@H:21]3[C:22]=2[N:23]([C:25]2[CH:30]=[CH:29][C:28]([F:31])=[CH:27][C:26]=2[F:32])[N:24]=1)=[O:16]. (2) Given the reactants C[O:2][C:3]([C:5]1[CH:10]=[CH:9][N:8]=[C:7]2[NH:11][C:12]([C:14]3[CH:18]=[CH:17][O:16][CH:15]=3)=[N:13][C:6]=12)=[O:4].O[Li].O, predict the reaction product. The product is: [O:16]1[CH:17]=[CH:18][C:14]([C:12]2[NH:11][C:7]3=[N:8][CH:9]=[CH:10][C:5]([C:3]([OH:4])=[O:2])=[C:6]3[N:13]=2)=[CH:15]1.